From a dataset of Full USPTO retrosynthesis dataset with 1.9M reactions from patents (1976-2016). Predict the reactants needed to synthesize the given product. (1) Given the product [NH2:1][C:2]([C:4]1[CH:14]=[CH:13][C:7]([C:8]([OH:10])=[O:9])=[CH:6][C:5]=1[NH:15][CH:16]1[CH2:20][CH2:19][CH2:18][CH2:17]1)=[O:3], predict the reactants needed to synthesize it. The reactants are: [NH2:1][C:2]([C:4]1[CH:14]=[CH:13][C:7]([C:8]([O:10]CC)=[O:9])=[CH:6][C:5]=1[NH:15][CH:16]1[CH2:20][CH2:19][CH2:18][CH2:17]1)=[O:3].[OH-].[K+].Cl. (2) Given the product [CH3:34][O:35][CH2:36][CH2:37][NH:38][C:2]1[CH:3]=[C:4]([CH:25]=[CH:26][N:27]=1)[C:5]([NH:7][C:8]1[S:9][C:10]2[C:16]([N:17]3[CH2:18][CH2:19][O:20][CH2:21][CH2:22]3)=[CH:15][CH:14]=[C:13]([O:23][CH3:24])[C:11]=2[N:12]=1)=[O:6], predict the reactants needed to synthesize it. The reactants are: Br[C:2]1[CH:3]=[C:4]([CH:25]=[CH:26][N:27]=1)[C:5]([NH:7][C:8]1[S:9][C:10]2[C:16]([N:17]3[CH2:22][CH2:21][O:20][CH2:19][CH2:18]3)=[CH:15][CH:14]=[C:13]([O:23][CH3:24])[C:11]=2[N:12]=1)=[O:6].C(=O)([O-])[O-].[Cs+].[Cs+].[CH3:34][O:35][CH2:36][CH2:37][NH2:38]. (3) Given the product [F:23][C:2]([F:1])([F:24])[C:3]1[CH:8]=[CH:7][N:6]=[C:5]([N:9]2[CH2:12][CH:11]([CH2:13][CH2:14][NH2:15])[CH2:10]2)[N:4]=1, predict the reactants needed to synthesize it. The reactants are: [F:1][C:2]([F:24])([F:23])[C:3]1[CH:8]=[CH:7][N:6]=[C:5]([N:9]2[CH2:12][CH:11]([CH2:13][CH2:14][NH:15]C(=O)OC(C)(C)C)[CH2:10]2)[N:4]=1.Cl. (4) Given the product [Cl:33][CH2:32][CH2:31][NH:30][C:28]([C:27]1[CH:26]=[N:25][N:22]2[CH:23]=[CH:24][C:19]([N:11]3[C@@H:10]([C:4]4[C:5]([O:8][CH3:9])=[N:6][CH:7]=[C:2]([F:1])[CH:3]=4)[CH2:14][O:13][C:12]3=[O:15])=[N:20][C:21]=12)=[O:29], predict the reactants needed to synthesize it. The reactants are: [F:1][C:2]1[CH:3]=[C:4]([C@H:10]2[CH2:14][O:13][C:12](=[O:15])[NH:11]2)[C:5]([O:8][CH3:9])=[N:6][CH:7]=1.[H-].[Na+].Cl[C:19]1[CH:24]=[CH:23][N:22]2[N:25]=[CH:26][C:27]([C:28]([NH:30][CH2:31][CH2:32][Cl:33])=[O:29])=[C:21]2[N:20]=1.[NH4+].[Cl-]. (5) Given the product [CH3:1][CH:2]1[CH2:7][CH2:6][CH2:5][CH2:4][CH:3]1[NH:8][C:9]1[C:10]2[N:11]([CH:17]=[C:18]([N+:20]([O-:22])=[O:21])[CH:19]=2)[N:12]=[CH:13][C:14]=1[C:15]([NH2:16])=[O:24], predict the reactants needed to synthesize it. The reactants are: [CH3:1][CH:2]1[CH2:7][CH2:6][CH2:5][CH2:4][CH:3]1[NH:8][C:9]1[C:10]2[N:11]([CH:17]=[C:18]([N+:20]([O-:22])=[O:21])[CH:19]=2)[N:12]=[CH:13][C:14]=1[C:15]#[N:16].[NH4+].[OH-:24].OO.